This data is from Reaction yield outcomes from USPTO patents with 853,638 reactions. The task is: Predict the reaction yield, written as a fraction of the theoretical maximum amount of product (1.0 means a 100% yield; for example, 0.34 means a 34% yield). The reactants are [C:1]([O:5][C:6]([N:8]1[CH2:12][CH2:11][C@@H:10]([NH:13][C:14]2[C:22]3[C:17](=[N:18][CH:19]=[CH:20][C:21]=3[O:23][C:24]3[CH:32]=[CH:31][C:27]([C:28](O)=[O:29])=[CH:26][CH:25]=3)[N:16]([CH2:33][C:34]3[CH:39]=[CH:38][C:37]([O:40][CH3:41])=[CH:36][CH:35]=3)[N:15]=2)[CH2:9]1)=[O:7])([CH3:4])([CH3:3])[CH3:2].[NH:42]1[CH:46]=[CH:45][N:44]=[C:43]1[NH2:47].OS(O)(=O)=O. No catalyst specified. The product is [NH:42]1[CH:46]=[CH:45][N:44]=[C:43]1[NH:47][C:28]([C:27]1[CH:26]=[CH:25][C:24]([O:23][C:21]2[CH:20]=[CH:19][N:18]=[C:17]3[N:16]([CH2:33][C:34]4[CH:39]=[CH:38][C:37]([O:40][CH3:41])=[CH:36][CH:35]=4)[N:15]=[C:14]([NH:13][C@H:10]4[CH2:11][CH2:12][N:8]([C:6]([O:5][C:1]([CH3:4])([CH3:3])[CH3:2])=[O:7])[CH2:9]4)[C:22]=23)=[CH:32][CH:31]=1)=[O:29]. The yield is 0.500.